Dataset: Forward reaction prediction with 1.9M reactions from USPTO patents (1976-2016). Task: Predict the product of the given reaction. (1) Given the reactants [N:1]1[C:10]2[C:5](=[CH:6][C:7]([C:11]([O:13]C)=[O:12])=[CH:8][CH:9]=2)[N:4]=[CH:3][CH:2]=1.[OH-].[Na+].CO, predict the reaction product. The product is: [N:1]1[C:10]2[C:5](=[CH:6][C:7]([C:11]([OH:13])=[O:12])=[CH:8][CH:9]=2)[N:4]=[CH:3][CH:2]=1. (2) Given the reactants C(N[C:6]1[N:7]([CH2:18][CH2:19]O)[C:8](=[O:17])[C:9]2[CH:15]=[N:14][C:13](Cl)=[CH:12][C:10]=2N=1)(C)(C)C.[CH3:21][C:22]1[CH:27]=[C:26]([C:28]2[CH:33]=[CH:32][N:31]=[C:30]([NH2:34])[CH:29]=2)[CH:25]=[CH:24][N:23]=1.[CH3:35][C:36]1([CH3:76])C2C(=C(P(C3C=CC=CC=3)C3C=CC=CC=3)C=CC=2)OC2C(P(C3C=CC=CC=3)C3C=CC=CC=3)=CC=C[C:37]1=2.[C:77]([O-:80])([O-])=O.[Cs+].[Cs+].[NH4+:83].[Cl-], predict the reaction product. The product is: [C:36]([NH:83][C:15]1[N:14]=[C:13]([NH:34][C:30]2[CH:29]=[C:28]([C:26]3[CH:25]=[CH:24][N:23]=[C:22]([CH3:21])[CH:27]=3)[CH:33]=[CH:32][N:31]=2)[CH:12]=[C:10]2[C:9]=1[C:8](=[O:17])[N:7]([CH2:6][CH2:77][OH:80])[CH:18]=[CH:19]2)([CH3:76])([CH3:37])[CH3:35]. (3) Given the reactants [Li].[CH3:2][Si](C=[N+]=[N-])(C)C.[CH3:9][N:10]1[C:14]([CH:15]=O)=[C:13]([C:17]2[CH:22]=[CH:21][CH:20]=[CH:19][CH:18]=2)[N:12]=[CH:11]1.[NH4+].[Cl-], predict the reaction product. The product is: [C:15]([C:14]1[N:10]([CH3:9])[CH:11]=[N:12][C:13]=1[C:17]1[CH:22]=[CH:21][CH:20]=[CH:19][CH:18]=1)#[CH:2]. (4) Given the reactants [CH3:1][O:2][C:3]([C:5]1[CH:9]=[C:8]([CH2:10][CH2:11][CH2:12][C:13](O)=O)[S:7][CH:6]=1)=[O:4].[C:16](Cl)(=O)C(Cl)=O.C(Cl)Cl.[NH2:25][C:26]1[NH:31][C:30](=[O:32])[CH:29]=[C:28]([NH2:33])[N:27]=1, predict the reaction product. The product is: [CH3:1][O:2][C:3]([C:5]1[CH:9]=[C:8]([CH2:10][CH2:11][CH2:12][C:13]2[NH:33][C:28]3[N:27]=[C:26]([NH2:25])[NH:31][C:30](=[O:32])[C:29]=3[CH:16]=2)[S:7][CH:6]=1)=[O:4]. (5) Given the reactants C1(S)C=CC=CC=1.Cl.ClC1C2CCN(CC2)C1.[S:18]([C@@H:25]1[CH:30]2[CH2:31][CH2:32][N:27]([CH2:28][CH2:29]2)[CH2:26]1)[C:19]1[CH:24]=[CH:23][CH:22]=[CH:21][CH:20]=1, predict the reaction product. The product is: [S:18]([CH:25]1[CH:30]2[CH2:29][CH2:28][N:27]([CH2:32][CH2:31]2)[CH2:26]1)[C:19]1[CH:20]=[CH:21][CH:22]=[CH:23][CH:24]=1. (6) Given the reactants [OH-].[K+].C[Si](C)(C)[C:5]#[C:6][C:7]1[CH:12]=[CH:11][CH:10]=[CH:9][C:8]=1[CH3:13].C(OCC)(=O)C.Cl, predict the reaction product. The product is: [C:6]([C:7]1[CH:12]=[CH:11][CH:10]=[CH:9][C:8]=1[CH3:13])#[CH:5]. (7) Given the reactants Cl[C:2]1[N:7]=[C:6]([NH2:8])[CH:5]=[CH:4][N:3]=1.[CH3:9][C:10]1([OH:16])[CH2:15][CH2:14][NH:13][CH2:12][CH2:11]1, predict the reaction product. The product is: [NH2:8][C:6]1[CH:5]=[CH:4][N:3]=[C:2]([N:13]2[CH2:14][CH2:15][C:10]([CH3:9])([OH:16])[CH2:11][CH2:12]2)[N:7]=1. (8) Given the reactants C1([SiH3])C=CC=CC=1.[Cl:8][C:9]1[C:14]([F:15])=[C:13]([CH:16]=[CH2:17])[N:12]=[CH:11][N:10]=1.[Cl:18][CH2:19][C:20]([C:22]1[CH:27]=[CH:26][C:25]([F:28])=[CH:24][C:23]=1[F:29])=[O:21].C(C1N=CC=CN=1)=C, predict the reaction product. The product is: [Cl:18][CH2:19][C@@:20]([C:22]1[CH:27]=[CH:26][C:25]([F:28])=[CH:24][C:23]=1[F:29])([OH:21])[C@H:16]([C:13]1[C:14]([F:15])=[C:9]([Cl:8])[N:10]=[CH:11][N:12]=1)[CH3:17]. (9) Given the reactants [O:1]=[C:2]1[CH2:7][CH2:6][N:5]([C:8]([O:10][C:11]([CH3:14])([CH3:13])[CH3:12])=[O:9])[CH2:4][CH2:3]1.B(F)(F)F.CCOCC.[N+](=[CH:26][C:27]([O:29][CH2:30][CH3:31])=[O:28])=[N-].O, predict the reaction product. The product is: [O:1]=[C:2]1[CH2:7][CH2:6][N:5]([C:8]([O:10][C:11]([CH3:12])([CH3:13])[CH3:14])=[O:9])[CH2:4][CH2:3][CH:26]1[C:27]([O:29][CH2:30][CH3:31])=[O:28].